From a dataset of Full USPTO retrosynthesis dataset with 1.9M reactions from patents (1976-2016). Predict the reactants needed to synthesize the given product. (1) Given the product [Cl:21][C:22]1[N:23]=[C:24]([C:27]2[CH:28]=[C:29]([CH:32]=[CH:33][CH:34]=2)[CH2:30][N:1]2[CH:2]([C:11]3[C:16]([F:17])=[CH:15][CH:14]=[CH:13][C:12]=3[O:18][CH2:19][CH3:20])[CH2:3][CH:4]([CH3:10])[C:5]2=[O:7])[S:25][CH:26]=1, predict the reactants needed to synthesize it. The reactants are: [NH2:1][CH:2]([C:11]1[C:16]([F:17])=[CH:15][CH:14]=[CH:13][C:12]=1[O:18][CH2:19][CH3:20])[CH2:3][CH:4]([CH3:10])[C:5]([O:7]CC)=O.[Cl:21][C:22]1[N:23]=[C:24]([C:27]2[CH:28]=[C:29]([CH:32]=[CH:33][CH:34]=2)[CH:30]=O)[S:25][CH:26]=1. (2) Given the product [Cl:16][CH2:17][CH2:18][NH:10][C:9]1[CH:11]=[CH:12][C:13]([O:14][CH3:15])=[C:7]([O:6][CH:1]2[CH2:2][CH2:3][CH2:4][CH2:5]2)[CH:8]=1, predict the reactants needed to synthesize it. The reactants are: [CH:1]1([O:6][C:7]2[CH:8]=[C:9]([CH:11]=[CH:12][C:13]=2[O:14][CH3:15])[NH2:10])[CH2:5][CH2:4][CH2:3][CH2:2]1.[Cl:16][CH2:17][CH:18]=O.[BH3-]C#N.[Na+].C(O)(=O)C. (3) Given the product [C:3]([N:7]1[C:17]2[C:16](=[CH:21][C:20]([F:22])=[C:19]([F:23])[C:18]=2[O:24][CH3:25])[C:15](=[O:27])[C:9]([C:10]([O:12][CH2:13][CH3:14])=[O:11])=[CH:8]1)([CH3:6])([CH3:5])[CH3:4], predict the reactants needed to synthesize it. The reactants are: [H-].[Na+].[C:3]([NH:7][CH:8]=[C:9]([C:15](=[O:27])[C:16]1[CH:21]=[C:20]([F:22])[C:19]([F:23])=[C:18]([O:24][CH3:25])[C:17]=1F)[C:10]([O:12][CH2:13][CH3:14])=[O:11])([CH3:6])([CH3:5])[CH3:4]. (4) Given the product [CH3:27][CH2:28][CH2:20][CH2:21][CH2:22][CH2:23][CH2:2][CH2:3][CH2:4][CH2:5][CH2:6][CH2:1][O:7][S:16]([O-:18])(=[O:35])=[O:17].[Na+:12], predict the reactants needed to synthesize it. The reactants are: [C:1]1([OH:7])[CH:6]=[CH:5][CH:4]=[CH:3][CH:2]=1.C([O-])(O)=O.[Na+:12].S([S:16]([O-:18])=[O:17])([O-])=O.O[C:20]1[CH:28]=[CH:27][C:23](C([O-])=O)=[CH:22][CH:21]=1.C1([O:35]P([O-])([O-])=O)C=CC=CC=1. (5) Given the product [CH2:1]([NH:8][C:9]1[C:18]2[CH:19]=[CH:20][N:21]=[CH:22][C:17]=2[C:16]2[C:15](=[O:23])[NH:14][CH:13]=[CH:12][C:11]=2[N:10]=1)[C:2]1[CH:3]=[CH:4][CH:5]=[CH:6][CH:7]=1, predict the reactants needed to synthesize it. The reactants are: [CH2:1]([NH:8][C:9]1[C:18]2[CH:19]=[CH:20][N:21]=[CH:22][C:17]=2[C:16]2[C:11](=[CH:12][CH:13]=[N:14][C:15]=2[O:23]CCCC)[N:10]=1)[C:2]1[CH:7]=[CH:6][CH:5]=[CH:4][CH:3]=1.